This data is from Full USPTO retrosynthesis dataset with 1.9M reactions from patents (1976-2016). The task is: Predict the reactants needed to synthesize the given product. (1) Given the product [CH3:25][C:26]1[N:31]=[CH:30][C:29]([O:32][C:33]2[CH:39]=[CH:38][C:36]([NH:37][C:22]3[C:23]4[N:15]([CH2:14][CH2:13][O:12][CH2:11][CH2:10][OH:9])[CH:16]=[CH:17][C:18]=4[N:19]=[CH:20][N:21]=3)=[CH:35][C:34]=2[C:40]([F:43])([F:41])[F:42])=[CH:28][CH:27]=1, predict the reactants needed to synthesize it. The reactants are: C([O:9][CH2:10][CH2:11][O:12][CH2:13][CH2:14][N:15]1[C:23]2[C:22](Cl)=[N:21][CH:20]=[N:19][C:18]=2[CH:17]=[CH:16]1)(=O)C1C=CC=CC=1.[CH3:25][C:26]1[N:31]=[CH:30][C:29]([O:32][C:33]2[CH:39]=[CH:38][C:36]([NH2:37])=[CH:35][C:34]=2[C:40]([F:43])([F:42])[F:41])=[CH:28][CH:27]=1.CN1CCCC1=O. (2) The reactants are: [H-].[Na+].[CH3:3][C:4]([O:7][C:8]([NH:10][C@H:11]([C:20]([O:22][CH3:23])=[O:21])[CH2:12][C:13]1[CH:18]=[CH:17][C:16]([OH:19])=[CH:15][CH:14]=1)=[O:9])([CH3:6])[CH3:5].F[C:25]1[CH:32]=[CH:31][C:28]([CH:29]=[O:30])=[CH:27][CH:26]=1. Given the product [C:4]([O:7][C:8]([NH:10][CH:11]([CH2:12][C:13]1[CH:14]=[CH:15][C:16]([O:19][C:25]2[CH:32]=[CH:31][C:28]([CH:29]=[O:30])=[CH:27][CH:26]=2)=[CH:17][CH:18]=1)[C:20]([O:22][CH3:23])=[O:21])=[O:9])([CH3:3])([CH3:5])[CH3:6], predict the reactants needed to synthesize it. (3) Given the product [CH3:16][O:15][N:14]=[C:12]1[CH2:11][C@@H:10]([C:17]2[N:18]=[C:33]([C:32]3[CH:36]=[CH:37][C:29]([CH2:28][OH:27])=[CH:30][CH:31]=3)[O:20][N:19]=2)[N:9]([C:7]([C:4]2[CH:3]=[CH:2][C:1]([C:21]3[CH:26]=[CH:25][CH:24]=[CH:23][CH:22]=3)=[CH:6][CH:5]=2)=[O:8])[CH2:13]1, predict the reactants needed to synthesize it. The reactants are: [C:1]1([C:21]2[CH:26]=[CH:25][CH:24]=[CH:23][CH:22]=2)[CH:6]=[CH:5][C:4]([C:7]([N:9]2[CH2:13][C:12](=[N:14][O:15][CH3:16])[CH2:11][C@H:10]2[C:17](=[N:19][OH:20])[NH2:18])=[O:8])=[CH:3][CH:2]=1.[OH:27][CH2:28][C:29]1[CH:37]=[CH:36][C:32]([C:33](O)=O)=[CH:31][CH:30]=1.